The task is: Predict the reaction yield, written as a fraction of the theoretical maximum amount of product (1.0 means a 100% yield; for example, 0.34 means a 34% yield).. This data is from Reaction yield outcomes from USPTO patents with 853,638 reactions. (1) The reactants are [Cl:1][C:2]1[CH:3]=[CH:4][C:5]([N:10]2[CH2:15][CH:14]([CH3:16])[CH2:13][CH:12]([CH3:17])[CH2:11]2)=C([CH:9]=1)C#N.[OH-].[K+].O.[C:21]([O:24]CC)(=[O:23])[CH3:22]. The catalyst is COCCOCCO. The product is [Cl:1][C:2]1[CH:3]=[CH:4][C:5]([N:10]2[CH2:11][CH:12]([CH3:17])[CH2:13][CH:14]([CH3:16])[CH2:15]2)=[C:22]([CH:9]=1)[C:21]([OH:24])=[O:23]. The yield is 0.750. (2) The reactants are [CH3:1][S:2](Cl)(=[O:4])=[O:3].[NH2:6][CH:7]1[CH2:12][CH2:11][CH:10]([OH:13])[CH2:9][CH2:8]1.C(N(CC)CC)C.[C:21](Cl)(=[O:25])[C:22]([CH3:24])=[CH2:23]. The catalyst is CN(C)C=O. The product is [C:21]([O:13][CH:10]1[CH2:11][CH2:12][CH:7]([NH:6][S:2]([CH3:1])(=[O:4])=[O:3])[CH2:8][CH2:9]1)(=[O:25])[C:22]([CH3:24])=[CH2:23]. The yield is 0.750. (3) The reactants are C[Si](C)(C)CC[O:5][C:6](=[O:48])[C:7]1[CH:12]=[C:11]([O:13][CH:14]([CH3:16])[CH3:15])[CH:10]=[C:9]([O:17][C:18]2[CH:23]=[CH:22][C:21]([P:24]([O:37][CH2:38][C:39]3[CH:44]=[CH:43][C:42]([O:45][CH3:46])=[C:41]([F:47])[CH:40]=3)([O:26][CH2:27][C:28]3[CH:33]=[CH:32][C:31]([O:34][CH3:35])=[C:30]([F:36])[CH:29]=3)=[O:25])=[CH:20][CH:19]=2)[CH:8]=1.[F-].C([N+](CCCC)(CCCC)CCCC)CCC. The catalyst is CN(C=O)C.CCOC(C)=O. The product is [F:36][C:30]1[CH:29]=[C:28]([CH:33]=[CH:32][C:31]=1[O:34][CH3:35])[CH2:27][O:26][P:24]([C:21]1[CH:22]=[CH:23][C:18]([O:17][C:9]2[CH:8]=[C:7]([CH:12]=[C:11]([O:13][CH:14]([CH3:16])[CH3:15])[CH:10]=2)[C:6]([OH:48])=[O:5])=[CH:19][CH:20]=1)([O:37][CH2:38][C:39]1[CH:44]=[CH:43][C:42]([O:45][CH3:46])=[C:41]([F:47])[CH:40]=1)=[O:25]. The yield is 1.00.